From a dataset of Full USPTO retrosynthesis dataset with 1.9M reactions from patents (1976-2016). Predict the reactants needed to synthesize the given product. Given the product [NH2:6][C:5]1[C:4]([C:13]#[C:12][CH2:11][OH:14])=[C:3]([Cl:10])[C:2]([Br:1])=[CH:8][CH:7]=1, predict the reactants needed to synthesize it. The reactants are: [Br:1][C:2]1[CH:8]=[CH:7][C:5]([NH2:6])=[C:4](I)[C:3]=1[Cl:10].[CH2:11]([OH:14])[C:12]#[CH:13].CCN(CC)CC.